Dataset: Forward reaction prediction with 1.9M reactions from USPTO patents (1976-2016). Task: Predict the product of the given reaction. (1) Given the reactants [O:1]1[C:10]2[CH:9]=[C:8]([CH2:11][NH:12][CH:13]3[CH2:18][CH2:17][N:16]([CH2:19][C@H:20]4[N:31]5[C:32]6[C:27]([CH:28]=[CH:29][C:30]5=[O:33])=[C:26](/[CH:34]=[CH:35]/[C:36]([O:38]CC)=[O:37])[CH:25]=[C:24]([F:41])[C:23]=6[O:22][CH2:21]4)[CH2:15][CH2:14]3)[N:7]=[CH:6][C:5]=2[O:4][CH2:3][CH2:2]1.[OH-].[Na+], predict the reaction product. The product is: [O:1]1[C:10]2[CH:9]=[C:8]([CH2:11][NH:12][CH:13]3[CH2:14][CH2:15][N:16]([CH2:19][C@H:20]4[N:31]5[C:32]6[C:27]([CH:28]=[CH:29][C:30]5=[O:33])=[C:26](/[CH:34]=[CH:35]/[C:36]([OH:38])=[O:37])[CH:25]=[C:24]([F:41])[C:23]=6[O:22][CH2:21]4)[CH2:17][CH2:18]3)[N:7]=[CH:6][C:5]=2[O:4][CH2:3][CH2:2]1. (2) Given the reactants [Cl:1][C:2]1[CH:7]=[CH:6][C:5]([C:8]2[C:9]([C:14]([O:16][CH3:17])=[O:15])=[CH:10][CH:11]=[CH:12][CH:13]=2)=[CH:4][C:3]=1[C:18]([O-:20])=O.C(Cl)(=O)C(Cl)=O.[CH3:27][C:28]1([CH2:35][NH2:36])[CH2:34][CH2:33][CH2:32][CH2:31][CH2:30][CH2:29]1.C(N(CC)CC)C, predict the reaction product. The product is: [Cl:1][C:2]1[CH:7]=[CH:6][C:5]([C:8]2[C:9]([C:14]([O:16][CH3:17])=[O:15])=[CH:10][CH:11]=[CH:12][CH:13]=2)=[CH:4][C:3]=1[C:18]([NH:36][CH2:35][C:28]1([CH3:27])[CH2:34][CH2:33][CH2:32][CH2:31][CH2:30][CH2:29]1)=[O:20]. (3) Given the reactants [F:1][C:2]1[CH:20]=[CH:19][C:5]([CH2:6][N:7]2[CH2:12][CH2:11][N:10]([CH2:13][C:14](OCC)=[O:15])[CH2:9][CH2:8]2)=[CH:4][CH:3]=1.[NH2:21][NH2:22], predict the reaction product. The product is: [F:1][C:2]1[CH:20]=[CH:19][C:5]([CH2:6][N:7]2[CH2:12][CH2:11][N:10]([CH2:13][C:14]([NH:21][NH2:22])=[O:15])[CH2:9][CH2:8]2)=[CH:4][CH:3]=1. (4) Given the reactants [Br:1][C:2]1[CH:7]=[CH:6][C:5](F)=[C:4]([N+:9]([O-:11])=[O:10])[CH:3]=1.C(=O)([O-])[O-].[K+].[K+].[CH3:18][NH2:19], predict the reaction product. The product is: [Br:1][C:2]1[CH:7]=[CH:6][C:5]([NH:19][CH3:18])=[C:4]([N+:9]([O-:11])=[O:10])[CH:3]=1.